Dataset: NCI-60 drug combinations with 297,098 pairs across 59 cell lines. Task: Regression. Given two drug SMILES strings and cell line genomic features, predict the synergy score measuring deviation from expected non-interaction effect. (1) Drug 1: CN1CCC(CC1)COC2=C(C=C3C(=C2)N=CN=C3NC4=C(C=C(C=C4)Br)F)OC. Drug 2: C1CCC(C(C1)N)N.C(=O)(C(=O)[O-])[O-].[Pt+4]. Cell line: UACC-257. Synergy scores: CSS=9.16, Synergy_ZIP=0.733, Synergy_Bliss=5.85, Synergy_Loewe=4.35, Synergy_HSA=4.28. (2) Drug 1: CN(C)N=NC1=C(NC=N1)C(=O)N. Drug 2: COCCOC1=C(C=C2C(=C1)C(=NC=N2)NC3=CC=CC(=C3)C#C)OCCOC.Cl. Cell line: MDA-MB-231. Synergy scores: CSS=3.40, Synergy_ZIP=0.135, Synergy_Bliss=4.34, Synergy_Loewe=-1.47, Synergy_HSA=1.32. (3) Drug 1: CC1=C2C(C(=O)C3(C(CC4C(C3C(C(C2(C)C)(CC1OC(=O)C(C(C5=CC=CC=C5)NC(=O)C6=CC=CC=C6)O)O)OC(=O)C7=CC=CC=C7)(CO4)OC(=O)C)O)C)OC(=O)C. Drug 2: B(C(CC(C)C)NC(=O)C(CC1=CC=CC=C1)NC(=O)C2=NC=CN=C2)(O)O. Cell line: NCI-H226. Synergy scores: CSS=41.8, Synergy_ZIP=-1.67, Synergy_Bliss=-4.63, Synergy_Loewe=-12.5, Synergy_HSA=-3.67. (4) Drug 1: COC1=C(C=C2C(=C1)N=CN=C2NC3=CC(=C(C=C3)F)Cl)OCCCN4CCOCC4. Drug 2: C1=CC(=C2C(=C1NCCNCCO)C(=O)C3=C(C=CC(=C3C2=O)O)O)NCCNCCO. Cell line: BT-549. Synergy scores: CSS=53.0, Synergy_ZIP=2.29, Synergy_Bliss=7.11, Synergy_Loewe=8.86, Synergy_HSA=12.0. (5) Drug 1: CC1=C(C=C(C=C1)NC(=O)C2=CC=C(C=C2)CN3CCN(CC3)C)NC4=NC=CC(=N4)C5=CN=CC=C5. Drug 2: CC(C)CN1C=NC2=C1C3=CC=CC=C3N=C2N. Cell line: UO-31. Synergy scores: CSS=-2.86, Synergy_ZIP=2.49, Synergy_Bliss=2.01, Synergy_Loewe=-2.38, Synergy_HSA=-2.68. (6) Cell line: SW-620. Drug 2: C1CC(C1)(C(=O)O)C(=O)O.[NH2-].[NH2-].[Pt+2]. Synergy scores: CSS=41.1, Synergy_ZIP=-6.44, Synergy_Bliss=-6.90, Synergy_Loewe=-4.16, Synergy_HSA=-1.97. Drug 1: C1=C(C(=O)NC(=O)N1)F. (7) Drug 2: C1=CC=C(C=C1)NC(=O)CCCCCCC(=O)NO. Drug 1: C1=C(C(=O)NC(=O)N1)N(CCCl)CCCl. Synergy scores: CSS=7.88, Synergy_ZIP=-3.42, Synergy_Bliss=-4.79, Synergy_Loewe=-20.5, Synergy_HSA=-3.26. Cell line: HCC-2998. (8) Drug 1: C1=NC2=C(N=C(N=C2N1C3C(C(C(O3)CO)O)F)Cl)N. Drug 2: B(C(CC(C)C)NC(=O)C(CC1=CC=CC=C1)NC(=O)C2=NC=CN=C2)(O)O. Cell line: NCI/ADR-RES. Synergy scores: CSS=46.6, Synergy_ZIP=-2.91, Synergy_Bliss=-6.35, Synergy_Loewe=-3.44, Synergy_HSA=-0.438. (9) Drug 1: CC1OCC2C(O1)C(C(C(O2)OC3C4COC(=O)C4C(C5=CC6=C(C=C35)OCO6)C7=CC(=C(C(=C7)OC)O)OC)O)O. Drug 2: C1C(C(OC1N2C=NC3=C2NC=NCC3O)CO)O. Cell line: SK-OV-3. Synergy scores: CSS=4.76, Synergy_ZIP=-5.56, Synergy_Bliss=-5.21, Synergy_Loewe=-5.19, Synergy_HSA=-2.94. (10) Synergy scores: CSS=32.0, Synergy_ZIP=5.89, Synergy_Bliss=6.23, Synergy_Loewe=-7.09, Synergy_HSA=4.53. Drug 2: C1=C(C(=O)NC(=O)N1)N(CCCl)CCCl. Drug 1: CC1=C(C=C(C=C1)NC2=NC=CC(=N2)N(C)C3=CC4=NN(C(=C4C=C3)C)C)S(=O)(=O)N.Cl. Cell line: DU-145.